Dataset: Peptide-MHC class I binding affinity with 185,985 pairs from IEDB/IMGT. Task: Regression. Given a peptide amino acid sequence and an MHC pseudo amino acid sequence, predict their binding affinity value. This is MHC class I binding data. (1) The peptide sequence is RVYINVVVK. The MHC is HLA-A01:01 with pseudo-sequence HLA-A01:01. The binding affinity (normalized) is 0.0847. (2) The peptide sequence is RRRGRSPRR. The MHC is Patr-A0301 with pseudo-sequence Patr-A0301. The binding affinity (normalized) is 0. (3) The peptide sequence is YNYPDMAHM. The MHC is H-2-Kb with pseudo-sequence H-2-Kb. The binding affinity (normalized) is 0.390. (4) The peptide sequence is FSENTWRDEY. The MHC is HLA-A02:02 with pseudo-sequence HLA-A02:02. The binding affinity (normalized) is 0. (5) The binding affinity (normalized) is 0.147. The peptide sequence is VEITPYKPTW. The MHC is HLA-B57:01 with pseudo-sequence HLA-B57:01. (6) The peptide sequence is FTWQHNYYL. The MHC is HLA-A03:01 with pseudo-sequence HLA-A03:01. The binding affinity (normalized) is 0.0847. (7) The peptide sequence is AVGIGLRLV. The MHC is HLA-A02:12 with pseudo-sequence HLA-A02:12. The binding affinity (normalized) is 0.509.